Dataset: Full USPTO retrosynthesis dataset with 1.9M reactions from patents (1976-2016). Task: Predict the reactants needed to synthesize the given product. Given the product [CH2:13]([C:15]([OH:54])([CH2:52][CH3:53])[CH2:16][O:17][C@H:18]1[CH2:23][CH2:22][C@H:21]([N:24]2[C:29](=[O:30])[C:28]([CH2:31][C:32]3[CH:33]=[CH:34][C:35]([C:38]4[CH:43]=[CH:42][CH:41]=[CH:40][C:39]=4[C:44]4[NH:3][C:4](=[O:7])[O:5][N:45]=4)=[CH:36][CH:37]=3)=[C:27]([CH2:46][CH2:47][CH3:48])[N:26]3[N:49]=[CH:50][N:51]=[C:25]23)[CH2:20][CH2:19]1)[CH3:14], predict the reactants needed to synthesize it. The reactants are: [Cl-].O[NH3+:3].[C:4](=[O:7])([O-])[OH:5].[Na+].CS(C)=O.[CH2:13]([C:15]([OH:54])([CH2:52][CH3:53])[CH2:16][O:17][C@H:18]1[CH2:23][CH2:22][C@H:21]([N:24]2[C:29](=[O:30])[C:28]([CH2:31][C:32]3[CH:37]=[CH:36][C:35]([C:38]4[C:39]([C:44]#[N:45])=[CH:40][CH:41]=[CH:42][CH:43]=4)=[CH:34][CH:33]=3)=[C:27]([CH2:46][CH2:47][CH3:48])[N:26]3[N:49]=[CH:50][N:51]=[C:25]23)[CH2:20][CH2:19]1)[CH3:14].